Task: Regression. Given a peptide amino acid sequence and an MHC pseudo amino acid sequence, predict their binding affinity value. This is MHC class I binding data.. Dataset: Peptide-MHC class I binding affinity with 185,985 pairs from IEDB/IMGT (1) The peptide sequence is VYDFVFADL. The MHC is H-2-Kd with pseudo-sequence H-2-Kd. The binding affinity (normalized) is 0.279. (2) The peptide sequence is RVMAPRALL. The MHC is HLA-B27:05 with pseudo-sequence HLA-B27:05. The binding affinity (normalized) is 0.290. (3) The peptide sequence is NLPSKPVWL. The MHC is HLA-A26:03 with pseudo-sequence HLA-A26:03. The binding affinity (normalized) is 0.0847. (4) The peptide sequence is VSLVKKNKK. The MHC is HLA-A68:01 with pseudo-sequence HLA-A68:01. The binding affinity (normalized) is 0.0554. (5) The peptide sequence is PVTPVIPRV. The MHC is HLA-A25:01 with pseudo-sequence HLA-A25:01. The binding affinity (normalized) is 0.0847. (6) The MHC is HLA-B54:01 with pseudo-sequence HLA-B54:01. The peptide sequence is PLTFGWCYKL. The binding affinity (normalized) is 0. (7) The peptide sequence is RGYVWTNGY. The MHC is HLA-A25:01 with pseudo-sequence HLA-A25:01. The binding affinity (normalized) is 0.0847. (8) The peptide sequence is EKPKFLPDL. The MHC is HLA-A26:02 with pseudo-sequence HLA-A26:02. The binding affinity (normalized) is 0.0847.